Dataset: Reaction yield outcomes from USPTO patents with 853,638 reactions. Task: Predict the reaction yield, written as a fraction of the theoretical maximum amount of product (1.0 means a 100% yield; for example, 0.34 means a 34% yield). The reactants are [OH:1][C:2]1[CH:19]=[CH:18][C:5]([O:6][C:7]2[CH:14]=[CH:13][C:10]([C:11]#[N:12])=[CH:9][C:8]=2[N+:15]([O-])=O)=[CH:4][CH:3]=1.[H][H]. The catalyst is CO.[Pd]. The product is [NH2:15][C:8]1[CH:9]=[C:10]([CH:13]=[CH:14][C:7]=1[O:6][C:5]1[CH:18]=[CH:19][C:2]([OH:1])=[CH:3][CH:4]=1)[C:11]#[N:12]. The yield is 0.990.